From a dataset of Retrosynthesis with 50K atom-mapped reactions and 10 reaction types from USPTO. Predict the reactants needed to synthesize the given product. (1) Given the product CCOC(=O)C(=O)c1csc(NC(=O)Nc2cc(OC)c(OC)c(OC)c2)n1, predict the reactants needed to synthesize it. The reactants are: CCOC(=O)C(=O)c1csc(N)n1.COc1cc(N=C=O)cc(OC)c1OC. (2) The reactants are: Cc1ncc(CCl)s1.NCCCN. Given the product Cc1ncc(CNCCCN)s1, predict the reactants needed to synthesize it. (3) Given the product CC(C)(C)OC(=O)NC[C@H]1CN(c2ccc(C(N)=O)c(F)c2)C(=O)O1, predict the reactants needed to synthesize it. The reactants are: CC(C)(C)OC(=O)OC(=O)OC(C)(C)C.NC[C@H]1CN(c2ccc(C(N)=O)c(F)c2)C(=O)O1. (4) Given the product Cc1cc(Nc2ccn(COCC[Si](C)(C)C)n2)nc(Cl)n1, predict the reactants needed to synthesize it. The reactants are: C[Si](C)(C)CCOCn1ccc(N)n1.Cc1cc(Cl)nc(Cl)n1. (5) The reactants are: N#Cc1c(N)nc(Cl)c(C#N)c1-c1ccccc1.OCc1cccnc1. Given the product N#Cc1c(N)nc(OCc2cccnc2)c(C#N)c1-c1ccccc1, predict the reactants needed to synthesize it. (6) Given the product CCc1nc2c(cnn2CC)c(NC2CCOCC2)c1CNC(=O)c1cccc(C(=O)NCc2cc(Cl)cc(-c3cccc(C=O)c3)c2)c1, predict the reactants needed to synthesize it. The reactants are: CCc1nc2c(cnn2CC)c(NC2CCOCC2)c1CNC(=O)c1cccc(C(=O)NCc2cc(Cl)cc(Br)c2)c1.O=Cc1cccc(B(O)O)c1.